From a dataset of Catalyst prediction with 721,799 reactions and 888 catalyst types from USPTO. Predict which catalyst facilitates the given reaction. (1) Reactant: [CH2:1]([O:8][C:9](=[O:34])[NH:10][CH2:11][CH2:12][C:13]1[C:17]([CH2:18][CH:19]2OCCO2)=[C:16]([C:24]2[CH:29]=[CH:28][C:27]([F:30])=[CH:26][CH:25]=2)[N:15]([CH:31]([CH3:33])[CH3:32])[N:14]=1)[C:2]1[CH:7]=[CH:6][CH:5]=[CH:4][CH:3]=1. Product: [CH2:1]([O:8][C:9]([N:10]1[CH2:11][CH2:12][C:13]2[C:17](=[C:16]([C:24]3[CH:29]=[CH:28][C:27]([F:30])=[CH:26][CH:25]=3)[N:15]([CH:31]([CH3:32])[CH3:33])[N:14]=2)[CH:18]=[CH:19]1)=[O:34])[C:2]1[CH:3]=[CH:4][CH:5]=[CH:6][CH:7]=1. The catalyst class is: 484. (2) Reactant: [CH3:1][C:2]([CH:12]=[CH2:13])([C:6]([CH3:11])([CH3:10])[CH2:7][CH:8]=[CH2:9])[CH2:3][CH2:4][OH:5].CCN(CC)CC.[C:21](OC(=O)C)(=[O:23])[CH3:22]. Product: [C:21]([O:5][CH2:4][CH2:3][C:2]([CH3:1])([CH:12]=[CH2:13])[C:6]([CH3:11])([CH3:10])[CH2:7][CH:8]=[CH2:9])(=[O:23])[CH3:22]. The catalyst class is: 808. (3) Reactant: Cl[CH2:2][C@@H:3]1[CH2:7][CH2:6][CH2:5][N:4]1[C@H:8]1[CH2:13][CH2:12][C@@H:11]([CH2:14][C:15]2[CH:20]=[CH:19][C:18]([F:21])=[CH:17][CH:16]=2)[CH2:10][CH2:9]1.[N-:22]=[N+:23]=[N-:24].[Na+].C(OCC)(=O)C. Product: [N:22]([CH2:2][C@@H:3]1[CH2:7][CH2:6][CH2:5][N:4]1[C@H:8]1[CH2:13][CH2:12][C@@H:11]([CH2:14][C:15]2[CH:20]=[CH:19][C:18]([F:21])=[CH:17][CH:16]=2)[CH2:10][CH2:9]1)=[N+:23]=[N-:24]. The catalyst class is: 16. (4) Reactant: [O-:1][C:2]#[N:3].[K+].Cl.[CH3:6][O:7][C:8](=[O:21])[C:9]1[C:10](=[C:15]([CH2:19][NH2:20])[CH:16]=[CH:17][CH:18]=1)[C:11]([O:13][CH3:14])=[O:12]. Product: [CH3:6][O:7][C:8](=[O:21])[C:9]1[C:10](=[C:15]([CH2:19][NH:20][C:2]([NH2:3])=[O:1])[CH:16]=[CH:17][CH:18]=1)[C:11]([O:13][CH3:14])=[O:12]. The catalyst class is: 6. (5) Reactant: [NH2:1][C:2]1[CH:7]=[CH:6][CH:5]=[C:4]([F:8])[C:3]=1[NH:9][C:10](=[O:16])[O:11][C:12]([CH3:15])([CH3:14])[CH3:13].[CH2:17]=O. Product: [F:8][C:4]1[CH:5]=[CH:6][CH:7]=[C:2]([NH:1][CH3:17])[C:3]=1[NH:9][C:10](=[O:16])[O:11][C:12]([CH3:13])([CH3:15])[CH3:14]. The catalyst class is: 29. (6) Reactant: [NH2:1][C:2]1[N:11]=[CH:10][C:9]2[C:4](=[CH:5][C:6]([O:13][CH3:14])=[C:7]([Br:12])[CH:8]=2)[N:3]=1.[H-].[Na+].[CH:17](I)([CH3:19])[CH3:18]. Product: [Br:12][C:7]1[CH:8]=[C:9]2[C:4](=[CH:5][C:6]=1[O:13][CH3:14])[N:3]=[C:2]([NH:1][CH:17]([CH3:19])[CH3:18])[N:11]=[CH:10]2. The catalyst class is: 3. (7) Reactant: [Cl:1][C:2]1[CH:3]=[C:4]([C@@H:8]2[C@@H:13]([C:14]3[CH:19]=[CH:18][C:17]([Cl:20])=[CH:16][CH:15]=3)[N:12]([C@@H:21]([CH2:24][CH3:25])[CH:22]=O)[C:11](=[O:26])[C@:10]([CH2:28][C:29]([OH:31])=[O:30])([CH3:27])[CH2:9]2)[CH:5]=[CH:6][CH:7]=1.Cl.[F:33][C:34]1([F:38])[CH2:37][NH:36][CH2:35]1.C(O[BH-](OC(=O)C)OC(=O)C)(=O)C.[Na+]. Product: [Cl:1][C:2]1[CH:3]=[C:4]([C@@H:8]2[C@@H:13]([C:14]3[CH:19]=[CH:18][C:17]([Cl:20])=[CH:16][CH:15]=3)[N:12]([C@@H:21]([CH2:24][CH3:25])[CH2:22][N:36]3[CH2:37][C:34]([F:38])([F:33])[CH2:35]3)[C:11](=[O:26])[C@:10]([CH2:28][C:29]([OH:31])=[O:30])([CH3:27])[CH2:9]2)[CH:5]=[CH:6][CH:7]=1. The catalyst class is: 26. (8) Reactant: [O:1]1[CH:5]=[CH:4][CH:3]=[C:2]1[C:6]1[N:10]([C:11]2[CH:12]=[C:13]([C:17]3[CH2:22][CH2:21][N:20](C(OCC4C=CC=CC=4)=O)[CH2:19][CH:18]=3)[CH:14]=[CH:15][CH:16]=2)[N:9]=[C:8]([C:33]([F:36])([F:35])[F:34])[CH:7]=1.[H][H]. Product: [O:1]1[CH:5]=[CH:4][CH:3]=[C:2]1[C:6]1[N:10]([C:11]2[CH:12]=[C:13]([CH:17]3[CH2:22][CH2:21][NH:20][CH2:19][CH2:18]3)[CH:14]=[CH:15][CH:16]=2)[N:9]=[C:8]([C:33]([F:34])([F:35])[F:36])[CH:7]=1. The catalyst class is: 19. (9) The catalyst class is: 7. Product: [CH2:14]([N:11]1[CH2:10][CH:9]=[C:8]([C:5]([CH3:7])([CH3:6])[CH:4]=[O:3])[CH2:13][CH2:12]1)[C:15]1[CH:20]=[CH:19][CH:18]=[CH:17][CH:16]=1. Reactant: C([O:3][C:4](=O)[C:5]([C:8]1[CH2:9][CH2:10][N:11]([CH2:14][C:15]2[CH:20]=[CH:19][CH:18]=[CH:17][CH:16]=2)[CH2:12][CH:13]=1)([CH3:7])[CH3:6])C.[H-].[H-].[H-].[H-].[Li+].[Al+3].O.[OH-].[Na+]. (10) Reactant: [F-].C([N+](CCCC)(CCCC)CCCC)CCC.[F:19][C:20]1[CH:25]=[CH:24][C:23]([C:26]2[N:27]([Si](C(C)C)(C(C)C)C(C)C)[CH:28]=[C:29]([C:37]3([OH:43])[CH2:42][CH2:41][NH:40][CH2:39][CH2:38]3)[C:30]=2[C:31]2[CH:36]=[CH:35][N:34]=[CH:33][CH:32]=2)=[CH:22][CH:21]=1. Product: [F:19][C:20]1[CH:25]=[CH:24][C:23]([C:26]2[NH:27][CH:28]=[C:29]([C:37]3([OH:43])[CH2:38][CH2:39][NH:40][CH2:41][CH2:42]3)[C:30]=2[C:31]2[CH:32]=[CH:33][N:34]=[CH:35][CH:36]=2)=[CH:22][CH:21]=1. The catalyst class is: 7.